Dataset: Catalyst prediction with 721,799 reactions and 888 catalyst types from USPTO. Task: Predict which catalyst facilitates the given reaction. (1) Reactant: C(OC(=O)[NH:10][CH2:11][CH2:12][C:13]1[O:14][C:15]([CH:18]([CH3:20])[CH3:19])=[CH:16][N:17]=1)C1C=CC=CC=1. Product: [CH:18]([C:15]1[O:14][C:13]([CH2:12][CH2:11][NH2:10])=[N:17][CH:16]=1)([CH3:20])[CH3:19]. The catalyst class is: 19. (2) Reactant: C(O[CH:9]1[CH2:14][CH2:13][CH2:12][N:11]2[C:15]([C:18]3[CH:23]=[CH:22][C:21]([C:24]4[O:28][C:27]([CH3:29])=[N:26][CH:25]=4)=[C:20]([O:30][CH3:31])[CH:19]=3)=[N:16][N:17]=[C:10]12)C1C=CC=CC=1.ClCCl.[Cl:35][C:36]1[CH:37]=[C:38]([OH:43])[CH:39]=[CH:40][C:41]=1[Cl:42].C1(P(C2C=CC=CC=2)C2C=CC=CC=2)C=CC=CC=1.N(C(OCC)=O)=NC(OCC)=O. Product: [Cl:35][C:36]1[CH:37]=[C:38]([CH:39]=[CH:40][C:41]=1[Cl:42])[O:43][CH:9]1[CH2:14][CH2:13][CH2:12][N:11]2[C:15]([C:18]3[CH:23]=[CH:22][C:21]([C:24]4[O:28][C:27]([CH3:29])=[N:26][CH:25]=4)=[C:20]([O:30][CH3:31])[CH:19]=3)=[N:16][N:17]=[C:10]12. The catalyst class is: 133. (3) The catalyst class is: 768. Product: [CH:1]1([C:4]2[C:5]([O:15][C@@H:16]3[CH2:21][CH2:20][CH2:19][N:18]([C:33](=[O:39])[C:32]4[CH:31]=[C:30]([Cl:29])[CH:37]=[C:36]([Cl:38])[CH:35]=4)[CH2:17]3)=[CH:6][C:7]([F:14])=[C:8]([CH:13]=2)[C:9]([O:11][CH3:12])=[O:10])[CH2:2][CH2:3]1. Reactant: [CH:1]1([C:4]2[C:5]([O:15][C@@H:16]3[CH2:21][CH2:20][CH2:19][NH:18][CH2:17]3)=[CH:6][C:7]([F:14])=[C:8]([CH:13]=2)[C:9]([O:11][CH3:12])=[O:10])[CH2:3][CH2:2]1.C(N(CC)CC)C.[Cl:29][C:30]1[CH:31]=[C:32]([CH:35]=[C:36]([Cl:38])[CH:37]=1)[CH2:33]Cl.[O:39]1CCCC1. (4) Reactant: [Br:1][C:2]1[CH:10]=[C:9]2[C:5]([CH2:6][CH2:7][N:8]2[C:11]2[CH:16]=[CH:15][N:14]=[C:13](Cl)[N:12]=2)=[CH:4][CH:3]=1.[CH2:18]([NH2:27])[C:19]1[CH:26]=[CH:25][C:22]([O:23][CH3:24])=[CH:21][CH:20]=1.C([O-])([O-])=O.[K+].[K+]. Product: [CH3:24][O:23][C:22]1[CH:25]=[CH:26][C:19]([CH2:18][NH:27][C:13]2[N:12]=[C:11]([N:8]3[C:9]4[C:5](=[CH:4][CH:3]=[C:2]([Br:1])[CH:10]=4)[CH2:6][CH2:7]3)[CH:16]=[CH:15][N:14]=2)=[CH:20][CH:21]=1. The catalyst class is: 116. (5) Reactant: C(OC(=O)[NH:7][CH2:8][CH2:9][C:10]1[CH:15]=[CH:14][C:13]([N:16]2[C:28]3[C:27]4[CH:26]=[C:25]([C:29]#[C:30][C:31]5[CH:36]=[CH:35][CH:34]=[CH:33][CH:32]=5)[CH:24]=[CH:23][C:22]=4[N:21]=[CH:20][C:19]=3[N:18]=[CH:17]2)=[CH:12][CH:11]=1)(C)(C)C.C([O-])(O)=O.[Na+]. Product: [C:31]1([C:30]#[C:29][C:25]2[CH:24]=[CH:23][C:22]3[N:21]=[CH:20][C:19]4[N:18]=[CH:17][N:16]([C:13]5[CH:12]=[CH:11][C:10]([CH2:9][CH2:8][NH2:7])=[CH:15][CH:14]=5)[C:28]=4[C:27]=3[CH:26]=2)[CH:32]=[CH:33][CH:34]=[CH:35][CH:36]=1. The catalyst class is: 484. (6) Reactant: [S:1]1[C:5]2[CH:6]=[CH:7][CH:8]=[CH:9][C:4]=2[C:3]([NH:10][CH2:11][CH2:12][NH:13][C:14](=[O:22])[C:15]2[CH:20]=[C:19](Cl)[CH:18]=[CH:17][N:16]=2)=[N:2]1.[NH:23]1[CH2:28][CH2:27][O:26][CH2:25][CH2:24]1. Product: [S:1]1[C:5]2[CH:6]=[CH:7][CH:8]=[CH:9][C:4]=2[C:3]([NH:10][CH2:11][CH2:12][NH:13][C:14](=[O:22])[C:15]2[CH:20]=[C:19]([N:23]3[CH2:28][CH2:27][O:26][CH2:25][CH2:24]3)[CH:18]=[CH:17][N:16]=2)=[N:2]1. The catalyst class is: 4. (7) Reactant: [Si]([O:8][CH2:9][CH2:10][CH2:11][CH2:12][N:13]1[C:25]2[C:24]3[CH:23]=[CH:22][CH:21]=[CH:20][C:19]=3[N:18]=[C:17](Cl)[C:16]=2[N:15]=[C:14]1[OH:27])(C(C)(C)C)(C)C.[NH3:28]. Product: [NH2:28][C:17]1[C:16]2[N:15]=[C:14]([OH:27])[N:13]([CH2:12][CH2:11][CH2:10][CH2:9][OH:8])[C:25]=2[C:24]2[CH:23]=[CH:22][CH:21]=[CH:20][C:19]=2[N:18]=1. The catalyst class is: 5. (8) Reactant: [Cl:1][C:2]1[CH:7]=[CH:6][C:5]([C@H:8]2[C@H:13]([OH:14])[C@@H:12]([OH:15])[C@H:11]([OH:16])[C@@H:10]([CH2:17][OH:18])[O:9]2)=[CH:4][C:3]=1[CH2:19][C:20]1[S:21][C:22]([C:25]2[CH:29]=[CH:28][S:27][CH:26]=2)=[CH:23][N:24]=1.CCN=C=NCCCN(C)C.N1C=CC=CC=1.[CH3:47][O:48][C:49]1[CH:50]=[C:51]([CH:55]=[CH:56][C:57]=1[O:58][CH3:59])[C:52](O)=[O:53]. Product: [CH3:47][O:48][C:49]1[CH:50]=[C:51]([CH:55]=[CH:56][C:57]=1[O:58][CH3:59])[C:52]([O:18][CH2:17][C@@H:10]1[C@@H:11]([OH:16])[C@H:12]([OH:15])[C@@H:13]([OH:14])[C@H:8]([C:5]2[CH:6]=[CH:7][C:2]([Cl:1])=[C:3]([CH2:19][C:20]3[S:21][C:22]([C:25]4[CH:29]=[CH:28][S:27][CH:26]=4)=[CH:23][N:24]=3)[CH:4]=2)[O:9]1)=[O:53]. The catalyst class is: 79. (9) Reactant: [CH3:1][NH:2][C:3]1[N:8]=[C:7]([NH:9][C:10]2[CH:15]=[CH:14][C:13]([N:16]3[CH2:21][CH2:20][N:19]([CH2:22][CH3:23])[CH2:18][CH2:17]3)=[CH:12][CH:11]=2)[N:6]=[CH:5][N:4]=1.[F:24][C:25]1[CH:30]=[CH:29][C:28]([N:31]=[C:32]=[O:33])=[CH:27][C:26]=1[C:34]([F:37])([F:36])[F:35]. The catalyst class is: 182. Product: [F:24][C:25]1[CH:30]=[CH:29][C:28]([NH:31][C:32](=[O:33])[N:2]([CH3:1])[C:3]2[N:8]=[C:7]([NH:9][C:10]3[CH:11]=[CH:12][C:13]([N:16]4[CH2:17][CH2:18][N:19]([CH2:22][CH3:23])[CH2:20][CH2:21]4)=[CH:14][CH:15]=3)[N:6]=[CH:5][N:4]=2)=[CH:27][C:26]=1[C:34]([F:35])([F:36])[F:37].